Regression. Given two drug SMILES strings and cell line genomic features, predict the synergy score measuring deviation from expected non-interaction effect. From a dataset of NCI-60 drug combinations with 297,098 pairs across 59 cell lines. Drug 1: CCC1=CC2CC(C3=C(CN(C2)C1)C4=CC=CC=C4N3)(C5=C(C=C6C(=C5)C78CCN9C7C(C=CC9)(C(C(C8N6C)(C(=O)OC)O)OC(=O)C)CC)OC)C(=O)OC.C(C(C(=O)O)O)(C(=O)O)O. Drug 2: C1CN(CCN1C(=O)CCBr)C(=O)CCBr. Cell line: UO-31. Synergy scores: CSS=7.95, Synergy_ZIP=-3.37, Synergy_Bliss=-1.31, Synergy_Loewe=0.619, Synergy_HSA=0.649.